From a dataset of Full USPTO retrosynthesis dataset with 1.9M reactions from patents (1976-2016). Predict the reactants needed to synthesize the given product. The reactants are: [OH:1][C:2]1[CH:16]=[CH:15][C:5]([C:6]([C:8]2[CH:13]=[CH:12][C:11]([OH:14])=[CH:10][CH:9]=2)=[O:7])=[CH:4][CH:3]=1.C(OC)(OC)OC.[CH2:24](O)[CH2:25][OH:26]. Given the product [OH:1][C:2]1[CH:16]=[CH:15][C:5]([C:6]2([C:8]3[CH:13]=[CH:12][C:11]([OH:14])=[CH:10][CH:9]=3)[O:26][CH2:25][CH2:24][O:7]2)=[CH:4][CH:3]=1, predict the reactants needed to synthesize it.